This data is from Forward reaction prediction with 1.9M reactions from USPTO patents (1976-2016). The task is: Predict the product of the given reaction. (1) Given the reactants [C:1]([OH:7])([C:3]([F:6])([F:5])[F:4])=[O:2].C[O:9][C:10]1[CH:23]=[CH:22][CH:21]=[C:20]2[C:11]=1[S:12][C:13]1[CH:14]=[C:15]([C:30]3[CH:35]=[CH:34][CH:33]=[CH:32][C:31]=3[NH:36][C:37](=[O:39])[CH3:38])[CH:16]=[CH:17][C:18]=1[CH:19]2[CH:24]1[CH2:29][CH2:28][NH:27][CH2:26][CH2:25]1.C(N(CC)C(C1C=CC2C(C3CCNCC3)C3C(OC=2C=1)=C(OC)C=CC=3)=O)C.CC#N, predict the reaction product. The product is: [OH:9][C:10]1[CH:23]=[CH:22][CH:21]=[C:20]2[C:11]=1[S:12][C:13]1[CH:14]=[C:15]([C:30]3[CH:35]=[CH:34][CH:33]=[CH:32][C:31]=3[NH:36][C:37](=[O:39])[CH3:38])[CH:16]=[CH:17][C:18]=1[CH:19]2[CH:24]1[CH2:29][CH2:28][NH:27][CH2:26][CH2:25]1.[C:1]([OH:7])([C:3]([F:6])([F:5])[F:4])=[O:2]. (2) Given the reactants [C:1]([O:5][C:6]([N:8]1[CH2:18][CH2:17][C:11]2[N:12]=[C:13]([NH2:16])[N:14]=[CH:15][C:10]=2[CH2:9]1)=[O:7])([CH3:4])([CH3:3])[CH3:2].[CH2:19]([C:21]1[CH:29]=[CH:28][C:24]([C:25](Cl)=[O:26])=[CH:23][CH:22]=1)[CH3:20].[OH-].[Na+].C(Cl)Cl, predict the reaction product. The product is: [C:1]([O:5][C:6]([N:8]1[CH2:18][CH2:17][C:11]2[N:12]=[C:13]([NH:16][C:25](=[O:26])[C:24]3[CH:28]=[CH:29][C:21]([CH2:19][CH3:20])=[CH:22][CH:23]=3)[N:14]=[CH:15][C:10]=2[CH2:9]1)=[O:7])([CH3:4])([CH3:2])[CH3:3]. (3) Given the reactants [S:1](Cl)(Cl)=[O:2].[CH2:5]1COCC1.Br[C:11]1[CH:16]=[C:15]([CH3:17])[CH:14]=[C:13]([CH3:18])[CH:12]=1.Cl.[C:20]1([CH3:26])[CH:25]=[CH:24][CH:23]=[CH:22][CH:21]=1, predict the reaction product. The product is: [CH3:18][C:13]1[CH:12]=[C:11]([S:1]([C:22]2[CH:23]=[C:24]([CH3:5])[CH:25]=[C:20]([CH3:26])[CH:21]=2)=[O:2])[CH:16]=[C:15]([CH3:17])[CH:14]=1. (4) Given the reactants [Cl:1][C:2]1[CH:10]=[C:9]([OH:11])[CH:8]=[CH:7][C:3]=1[C:4]([OH:6])=[O:5].S(=O)(=O)(O)O.[CH2:17](O)[CH3:18], predict the reaction product. The product is: [CH2:17]([O:5][C:4](=[O:6])[C:3]1[CH:7]=[CH:8][C:9]([OH:11])=[CH:10][C:2]=1[Cl:1])[CH3:18].